Predict the product of the given reaction. From a dataset of Forward reaction prediction with 1.9M reactions from USPTO patents (1976-2016). (1) Given the reactants C(OC([N:8]1[CH2:13][CH2:12][CH:11]([C:14]2[C:19]([C:20]3[CH:25]=[CH:24][CH:23]=[CH:22][CH:21]=3)=[CH:18][CH:17]=[CH:16][N:15]=2)[CH2:10][CH2:9]1)=O)(C)(C)C.[ClH:26].CO, predict the reaction product. The product is: [ClH:26].[C:20]1([C:19]2[C:14]([CH:11]3[CH2:12][CH2:13][NH:8][CH2:9][CH2:10]3)=[N:15][CH:16]=[CH:17][CH:18]=2)[CH:21]=[CH:22][CH:23]=[CH:24][CH:25]=1. (2) The product is: [CH2:1]([O:8][CH2:9][CH2:10][C@H:11]([CH2:15][C:16]([O:18][C:19]([CH3:22])([CH3:21])[CH3:20])=[O:17])[C:12]([O:14][CH3:23])=[O:13])[C:2]1[CH:3]=[CH:4][CH:5]=[CH:6][CH:7]=1. Given the reactants [CH2:1]([O:8][CH2:9][CH2:10][C@H:11]([CH2:15][C:16]([O:18][C:19]([CH3:22])([CH3:21])[CH3:20])=[O:17])[C:12]([OH:14])=[O:13])[C:2]1[CH:7]=[CH:6][CH:5]=[CH:4][CH:3]=1.[C:23]([O-])(O)=O.[Na+].CI, predict the reaction product. (3) Given the reactants [CH3:1][O:2][C:3]1[CH:4]=[C:5]2[CH2:14][CH:13]([CH2:15][CH:16]3[CH2:21][CH2:20][N:19]([CH2:22][C:23]4[CH:24]=[CH:25][CH:26]=[CH:27][CH:28]=4)[CH2:18][CH2:17]3)[C:11](=[O:12])[C:6]2=[CH:7][C:8]=1[O:9][CH3:10].[ClH:29].C([O:33]C(C)C)(C)C, predict the reaction product. The product is: [CH3:1][O:2][C:3]1[CH:4]=[C:5]2[CH2:14][CH:13]([CH2:15][CH:16]3[CH2:17][CH2:18][N:19]([CH2:22][C:23]4[CH:28]=[CH:27][CH:26]=[CH:25][CH:24]=4)[CH2:20][CH2:21]3)[C:11](=[O:12])[C:6]2=[CH:7][C:8]=1[O:9][CH3:10].[OH2:33].[ClH:29].